This data is from Reaction yield outcomes from USPTO patents with 853,638 reactions. The task is: Predict the reaction yield, written as a fraction of the theoretical maximum amount of product (1.0 means a 100% yield; for example, 0.34 means a 34% yield). The reactants are [CH3:1][C:2]1[CH:7]=[CH:6][C:5]([S:8]([O:11][CH2:12][C@H:13]([O:16][C:17]2[C:22](C=C)=[CH:21][CH:20]=[CH:19][C:18]=2[O:25][CH3:26])[CH:14]=[CH2:15])(=[O:10])=[O:9])=[CH:4][CH:3]=1. The catalyst is ClCCl. The product is [CH3:1][C:2]1[CH:7]=[CH:6][C:5]([S:8]([O:11][CH2:12][C@H:13]2[CH:14]=[CH:15][C:22]3[C:17](=[C:18]([O:25][CH3:26])[CH:19]=[CH:20][CH:21]=3)[O:16]2)(=[O:9])=[O:10])=[CH:4][CH:3]=1. The yield is 0.680.